Dataset: Reaction yield outcomes from USPTO patents with 853,638 reactions. Task: Predict the reaction yield, written as a fraction of the theoretical maximum amount of product (1.0 means a 100% yield; for example, 0.34 means a 34% yield). (1) The reactants are [F:1][C:2]1[CH:7]=[CH:6][C:5]([CH2:8][CH2:9][C:10]2[N:11]([C:15]3[CH:20]=[CH:19][C:18]([NH:21][C:22]4[CH:31]=[CH:30][C:29]5[C:24](=[CH:25][CH:26]=[CH:27][CH:28]=5)[C:23]=4[NH:32][C:33](=[O:40])[CH2:34][C:35](OCC)=[O:36])=[CH:17][CH:16]=3)[CH:12]=[CH:13][N:14]=2)=[CH:4][CH:3]=1.[N+](C1C2C(=CC=CC=2)C=CC=1NC1C=CC(N)=CC=1)([O-])=O.FC1C=CC(CCC(O)=O)=CC=1.O=C(NC1C2C(=CC=CC=2)C=CC=1NC1C=CC=C(N2C(CCC3C=CC=CN=3)=NN=N2)C=1)C(OCC)=O.Cl.COC1C=CC=CC=1CCC1N(C2C=CC(N3C(=O)CC(=O)NC4C5C(C=CC3=4)=CC=CC=5)=CC=2)C=CN=1.N1C=CC=CC=1CCC1N(C2C=C(NC3C(N)=CC=C4C=3C=CC=C4)C=CC=2)N=NN=1.Cl.N1C=CC=CC=1CCC1N(C2C=C(N3C4C=CC5C=CC=CC=5C=4NC(=O)C3=O)C=CC=2)N=NN=1. The product is [F:1][C:2]1[CH:3]=[CH:4][C:5]([CH2:8][CH2:9][C:10]2[N:11]([C:15]3[CH:20]=[CH:19][C:18]([N:21]4[C:35](=[O:36])[CH2:34][C:33](=[O:40])[NH:32][C:23]5[C:24]6[C:29]([CH:30]=[CH:31][C:22]4=5)=[CH:28][CH:27]=[CH:26][CH:25]=6)=[CH:17][CH:16]=3)[CH:12]=[CH:13][N:14]=2)=[CH:6][CH:7]=1. No catalyst specified. The yield is 0.220. (2) The reactants are [CH2:1]([N:8]1[C:13](=[O:14])[CH2:12][NH:11][C:10]2[N:15]=[CH:16][C:17](I)=[CH:18][C:9]1=2)[C:2]1[CH:7]=[CH:6][CH:5]=[CH:4][CH:3]=1.[CH3:20][O:21][C:22]([C:24]1[CH:25]=[C:26](B(O)O)[CH:27]=[CH:28][CH:29]=1)=[O:23]. No catalyst specified. The product is [CH3:20][O:21][C:22](=[O:23])[C:24]1[CH:25]=[CH:26][CH:27]=[C:28]([C:17]2[CH:16]=[N:15][C:10]3[NH:11][CH2:12][C:13](=[O:14])[N:8]([CH2:1][C:2]4[CH:7]=[CH:6][CH:5]=[CH:4][CH:3]=4)[C:9]=3[CH:18]=2)[CH:29]=1. The yield is 0.700.